From a dataset of Full USPTO retrosynthesis dataset with 1.9M reactions from patents (1976-2016). Predict the reactants needed to synthesize the given product. (1) Given the product [CH3:2][CH:3]1[CH2:9][N:8]([C:22](=[O:23])[C:24]([F:27])([F:26])[F:25])[CH2:7][CH2:6][C:5]2[N:10]=[C:11]([OH:14])[CH:12]=[CH:13][C:4]1=2, predict the reactants needed to synthesize it. The reactants are: Br.[CH3:2][CH:3]1[CH2:9][NH:8][CH2:7][CH2:6][C:5]2[N:10]=[C:11]([OH:14])[CH:12]=[CH:13][C:4]1=2.CCN(CC)CC.[C:22](O[C:22]([C:24]([F:27])([F:26])[F:25])=[O:23])([C:24]([F:27])([F:26])[F:25])=[O:23]. (2) The reactants are: [CH3:1][C:2]([OH:16])([C:4]1[CH:9]=[CH:8][C:7]([C:10]2[CH:15]=[CH:14][CH:13]=[CH:12][CH:11]=2)=[CH:6][CH:5]=1)[CH3:3].N1C=CC=CC=1.[C:23]1([O:29][C:30](Cl)=[O:31])[CH:28]=[CH:27][CH:26]=[CH:25][CH:24]=1. Given the product [C:30](=[O:31])([O:29][C:23]1[CH:28]=[CH:27][CH:26]=[CH:25][CH:24]=1)[O:16][C:2]([C:4]1[CH:9]=[CH:8][C:7]([C:10]2[CH:11]=[CH:12][CH:13]=[CH:14][CH:15]=2)=[CH:6][CH:5]=1)([CH3:1])[CH3:3], predict the reactants needed to synthesize it.